Dataset: NCI-60 drug combinations with 297,098 pairs across 59 cell lines. Task: Regression. Given two drug SMILES strings and cell line genomic features, predict the synergy score measuring deviation from expected non-interaction effect. (1) Synergy scores: CSS=5.57, Synergy_ZIP=-3.91, Synergy_Bliss=-3.73, Synergy_Loewe=-4.12, Synergy_HSA=-3.16. Drug 1: C1=CC(=CC=C1C#N)C(C2=CC=C(C=C2)C#N)N3C=NC=N3. Drug 2: C1=CC=C(C(=C1)C(C2=CC=C(C=C2)Cl)C(Cl)Cl)Cl. Cell line: MALME-3M. (2) Drug 1: CC1OCC2C(O1)C(C(C(O2)OC3C4COC(=O)C4C(C5=CC6=C(C=C35)OCO6)C7=CC(=C(C(=C7)OC)O)OC)O)O. Drug 2: CC1C(C(CC(O1)OC2CC(CC3=C2C(=C4C(=C3O)C(=O)C5=C(C4=O)C(=CC=C5)OC)O)(C(=O)CO)O)N)O.Cl. Cell line: A549. Synergy scores: CSS=48.3, Synergy_ZIP=0.569, Synergy_Bliss=-1.97, Synergy_Loewe=5.13, Synergy_HSA=6.14. (3) Drug 1: CC1C(C(CC(O1)OC2CC(OC(C2O)C)OC3=CC4=CC5=C(C(=O)C(C(C5)C(C(=O)C(C(C)O)O)OC)OC6CC(C(C(O6)C)O)OC7CC(C(C(O7)C)O)OC8CC(C(C(O8)C)O)(C)O)C(=C4C(=C3C)O)O)O)O. Drug 2: CCC1(C2=C(COC1=O)C(=O)N3CC4=CC5=C(C=CC(=C5CN(C)C)O)N=C4C3=C2)O.Cl. Cell line: OVCAR-8. Synergy scores: CSS=52.2, Synergy_ZIP=-7.81, Synergy_Bliss=-1.89, Synergy_Loewe=-11.0, Synergy_HSA=-1.41.